Dataset: Forward reaction prediction with 1.9M reactions from USPTO patents (1976-2016). Task: Predict the product of the given reaction. (1) The product is: [O:36]1[C:40]2[CH:41]=[CH:42][CH:43]=[CH:44][C:39]=2[CH:38]=[C:37]1[CH:45]([OH:49])[CH2:46][N:47]([CH2:31][C:29]1[S:28][C:22]2[N:23]([CH2:25][CH2:26][CH3:27])[CH:24]=[C:19]([C:17]([NH:16][CH2:15][C:14]3[CH:13]=[CH:12][C:11]([Cl:10])=[CH:35][CH:34]=3)=[O:18])[C:20](=[O:33])[C:21]=2[CH:30]=1)[CH3:48]. Given the reactants C(N(CC)C(C)C)(C)C.[Cl:10][C:11]1[CH:35]=[CH:34][C:14]([CH2:15][NH:16][C:17]([C:19]2[C:20](=[O:33])[C:21]3[CH:30]=[C:29]([CH2:31]Cl)[S:28][C:22]=3[N:23]([CH2:25][CH2:26][CH3:27])[CH:24]=2)=[O:18])=[CH:13][CH:12]=1.[O:36]1[C:40]2[CH:41]=[CH:42][CH:43]=[CH:44][C:39]=2[CH:38]=[C:37]1[CH:45]([OH:49])[CH2:46][NH:47][CH3:48], predict the reaction product. (2) Given the reactants [CH3:1][C:2]1[CH:6]=[C:5]([C:7]2[C:8](=[O:25])[NH:9][C:10]3[C:15]([C:16]=2[C:17]2[CH:22]=[CH:21][CH:20]=[CH:19][CH:18]=2)=[CH:14][C:13]([CH:23]=[O:24])=[CH:12][CH:11]=3)[O:4][N:3]=1.[OH:26]P([O-])(O)=O.[Na+].CC(=CC)C.Cl([O-])=O.[Na+], predict the reaction product. The product is: [CH3:1][C:2]1[CH:6]=[C:5]([C:7]2[C:8](=[O:25])[NH:9][C:10]3[C:15]([C:16]=2[C:17]2[CH:22]=[CH:21][CH:20]=[CH:19][CH:18]=2)=[CH:14][C:13]([C:23]([OH:26])=[O:24])=[CH:12][CH:11]=3)[O:4][N:3]=1. (3) The product is: [O:21]1[C:20]2([CH2:25][CH2:26][CH:17]([CH:7]([C:6]3[CH:5]=[C:4]([C:9]4[CH:14]=[CH:13][CH:12]=[CH:11][CH:10]=4)[O:3][C:2]=3[CH3:1])[OH:8])[CH2:18][CH2:19]2)[O:24][CH2:23][CH2:22]1. Given the reactants [CH3:1][C:2]1[O:3][C:4]([C:9]2[CH:14]=[CH:13][CH:12]=[CH:11][CH:10]=2)=[CH:5][C:6]=1[CH:7]=[O:8].Br[Mg][CH:17]1[CH2:26][CH2:25][C:20]2([O:24][CH2:23][CH2:22][O:21]2)[CH2:19][CH2:18]1.O1CCCC1.Cl.O, predict the reaction product.